Dataset: Full USPTO retrosynthesis dataset with 1.9M reactions from patents (1976-2016). Task: Predict the reactants needed to synthesize the given product. (1) Given the product [CH3:1][C:2]1[CH:7]=[C:6]([S:8][CH2:9][CH2:10][CH:11]([C:16]2[O:17][C:18]3[CH:25]=[C:24]([C:26]([F:28])([F:27])[F:29])[CH:23]=[CH:22][C:19]=3[C:20]=2[CH3:21])[CH2:12][CH2:13][CH2:14][CH3:15])[CH:5]=[CH:4][C:3]=1[O:30][CH2:31][C:32]([OH:34])=[O:33], predict the reactants needed to synthesize it. The reactants are: [CH3:1][C:2]1[CH:7]=[C:6]([S:8][CH2:9][CH2:10][CH:11]([C:16]2[O:17][C:18]3[CH:25]=[C:24]([C:26]([F:29])([F:28])[F:27])[CH:23]=[CH:22][C:19]=3[C:20]=2[CH3:21])[CH2:12][CH2:13][CH2:14][CH3:15])[CH:5]=[CH:4][C:3]=1[O:30][CH2:31][C:32]([O:34]CC)=[O:33].[OH-].[Na+]. (2) Given the product [CH2:1]([O:8][C:9](=[O:17])[NH:10][CH:11]1[CH2:16][CH2:15][N:14]([CH2:35][CH2:34][CH2:33][NH:32][C:31]([O:30][C:26]([CH3:27])([CH3:29])[CH3:28])=[O:37])[CH2:13][CH2:12]1)[C:2]1[CH:7]=[CH:6][CH:5]=[CH:4][CH:3]=1, predict the reactants needed to synthesize it. The reactants are: [CH2:1]([O:8][C:9](=[O:17])[NH:10][CH:11]1[CH2:16][CH2:15][NH:14][CH2:13][CH2:12]1)[C:2]1[CH:7]=[CH:6][CH:5]=[CH:4][CH:3]=1.C(=O)([O-])[O-].[K+].[K+].[I-].[K+].[C:26]([O:30][C:31](=[O:37])[NH:32][CH2:33][CH2:34][CH2:35]Br)([CH3:29])([CH3:28])[CH3:27]. (3) Given the product [Cl:1][C:2]1[N:7]=[C:6]([CH2:8][OH:9])[C:5]2[C:10]([I:32])=[N:11][N:12]([C:13]([C:14]3[CH:15]=[CH:16][CH:17]=[CH:18][CH:19]=3)([C:20]3[CH:21]=[CH:22][CH:23]=[CH:24][CH:25]=3)[C:26]3[CH:31]=[CH:30][CH:29]=[CH:28][CH:27]=3)[C:4]=2[CH:3]=1, predict the reactants needed to synthesize it. The reactants are: [Cl:1][C:2]1[N:7]=[C:6]([CH:8]=[O:9])[C:5]2[C:10]([I:32])=[N:11][N:12]([C:13]([C:26]3[CH:31]=[CH:30][CH:29]=[CH:28][CH:27]=3)([C:20]3[CH:25]=[CH:24][CH:23]=[CH:22][CH:21]=3)[C:14]3[CH:19]=[CH:18][CH:17]=[CH:16][CH:15]=3)[C:4]=2[CH:3]=1.[BH4-].[Na+]. (4) Given the product [CH2:1]([O:8][C:9]1[C:14]2[CH2:15][CH:16]=[CH:17][C:18]3[C:19](=[CH:20][C:21]4[CH:22]=[C:23]([CH2:28][OH:29])[N:24]([CH3:27])[C:25]=4[CH:26]=3)[C:13]=2[N:12]([CH2:37][C:38]2[CH:43]=[CH:42][C:41]([O:44][CH3:45])=[CH:40][C:39]=2[O:46][CH3:47])[C:11](=[O:48])[C:10]=1[C:49]([O:51][CH3:52])=[O:50])[C:2]1[CH:7]=[CH:6][CH:5]=[CH:4][CH:3]=1, predict the reactants needed to synthesize it. The reactants are: [CH2:1]([O:8][C:9]1[C:14]2[CH2:15][CH:16]=[CH:17][C:18]3[C:19](=[CH:20][C:21]4[CH:22]=[C:23]([CH2:28][O:29][Si](C(C)(C)C)(C)C)[N:24]([CH3:27])[C:25]=4[CH:26]=3)[C:13]=2[N:12]([CH2:37][C:38]2[CH:43]=[CH:42][C:41]([O:44][CH3:45])=[CH:40][C:39]=2[O:46][CH3:47])[C:11](=[O:48])[C:10]=1[C:49]([O:51][CH3:52])=[O:50])[C:2]1[CH:7]=[CH:6][CH:5]=[CH:4][CH:3]=1.CCCC[N+](CCCC)(CCCC)CCCC.[F-]. (5) Given the product [O:19]=[C:18]1[CH2:17][C@@H:16]([CH2:21][CH2:22][CH3:23])[CH2:15][N:1]1[C@@H:2]([CH2:6][CH3:7])[C:3]([NH2:5])=[O:4], predict the reactants needed to synthesize it. The reactants are: [NH2:1][C@@H:2]([CH2:6][CH3:7])[C:3]([NH2:5])=[O:4].Cl.N.C(O)(C)C.O[C:15]1[O:19][C:18](=O)[CH2:17][C:16]=1[CH2:21][CH2:22][CH3:23]. (6) Given the product [CH2:16]([C:15]1[N:13]=[CH:14][O:8][C:7]=1[C:6]1[CH:9]=[CH:10][C:3]([C:2]([F:11])([F:12])[F:1])=[CH:4][CH:5]=1)[CH3:17], predict the reactants needed to synthesize it. The reactants are: [F:1][C:2]([F:12])([F:11])[C:3]1[CH:10]=[CH:9][C:6]([CH:7]=[O:8])=[CH:5][CH:4]=1.[N+:13]([CH:15](S(C1C=CC(C)=CC=1)(=O)=O)[CH2:16][CH3:17])#[C-:14].C([O-])([O-])=O.[K+].[K+]. (7) Given the product [CH3:20][C:18]1[N:19]=[C:15]([N:12]2[CH2:13][CH2:14][N:10]([CH2:9][C:8](=[O:27])[N:7]3[CH2:3][CH2:4][CH2:5][CH2:6]3)[C:11]2=[O:26])[S:16][C:17]=1[C:21]([OH:23])=[O:22], predict the reactants needed to synthesize it. The reactants are: FC1C=C[C:5]([CH2:6][NH:7][C:8](=[O:27])[CH2:9][N:10]2[CH2:14][CH2:13][N:12]([C:15]3[S:16][C:17]([C:21]([O:23]CC)=[O:22])=[C:18]([CH3:20])[N:19]=3)[C:11]2=[O:26])=[CH:4][CH:3]=1.CC1N=C(N2CCN(CC(=O)N3CCCC3)C2=O)SC=1C(OCC)=O.